This data is from TCR-epitope binding with 47,182 pairs between 192 epitopes and 23,139 TCRs. The task is: Binary Classification. Given a T-cell receptor sequence (or CDR3 region) and an epitope sequence, predict whether binding occurs between them. The epitope is VLWAHGFEL. The TCR CDR3 sequence is CASKPDSSNQPQHF. Result: 0 (the TCR does not bind to the epitope).